From a dataset of Forward reaction prediction with 1.9M reactions from USPTO patents (1976-2016). Predict the product of the given reaction. (1) Given the reactants [CH3:1][C:2]1[CH:7]=[C:6]([CH3:8])[NH:5][C:4](=[O:9])[C:3]=1[CH2:10][NH:11][C:12]([C:14]1[C:15]2[CH:28]=[N:27][N:26]([CH:29]([CH3:31])[CH3:30])[C:16]=2[N:17]=[C:18]([C:20]2[CH2:21][CH2:22][NH:23][CH2:24][CH:25]=2)[CH:19]=1)=[O:13].CCN(CC)CC.C(OC([N:46]1[CH2:51][CH2:50][CH:49]([C:52](O)=[O:53])[CH2:48][CH2:47]1)=O)(C)(C)C.C1CN([P+](ON2N=NC3C=CC=CC2=3)(N2CCCC2)N2CCCC2)CC1.F[P-](F)(F)(F)(F)F, predict the reaction product. The product is: [CH3:1][C:2]1[CH:7]=[C:6]([CH3:8])[NH:5][C:4](=[O:9])[C:3]=1[CH2:10][NH:11][C:12]([C:14]1[C:15]2[CH:28]=[N:27][N:26]([CH:29]([CH3:31])[CH3:30])[C:16]=2[N:17]=[C:18]([C:20]2[CH2:21][CH2:22][N:23]([C:52]([CH:49]3[CH2:50][CH2:51][NH:46][CH2:47][CH2:48]3)=[O:53])[CH2:24][CH:25]=2)[CH:19]=1)=[O:13]. (2) Given the reactants [C:1]([CH2:3][CH:4]1[NH:23][C:7]2[CH:8]=[N:9][C:10]([O:12][C:13]3[CH:14]=[C:15]([NH:19][C:20](=[O:22])[CH3:21])[CH:16]=[CH:17][CH:18]=3)=[CH:11][C:6]=2[N:5]1[C:24]1[CH:29]=[CH:28][C:27]([OH:30])=[CH:26][CH:25]=1)#[N:2].[N:31]([O-:33])=O.[Na+].[NH2:35]O.[NH4+].[Cl-], predict the reaction product. The product is: [NH2:2][C:1]1[C:3]([C:4]2[N:5]([C:24]3[CH:25]=[CH:26][C:27]([OH:30])=[CH:28][CH:29]=3)[C:6]3[CH:11]=[C:10]([O:12][C:13]4[CH:14]=[C:15]([NH:19][C:20](=[O:22])[CH3:21])[CH:16]=[CH:17][CH:18]=4)[N:9]=[CH:8][C:7]=3[N:23]=2)=[N:35][O:33][N:31]=1.